Predict the reaction yield, written as a fraction of the theoretical maximum amount of product (1.0 means a 100% yield; for example, 0.34 means a 34% yield). From a dataset of Reaction yield outcomes from USPTO patents with 853,638 reactions. (1) The reactants are C[O:2][C:3]([C:5]1[CH:24]=[CH:23][C:8]2[NH:9][C:10]([CH2:12][O:13][C:14]3[CH:19]=[CH:18][C:17]([N+:20]([O-:22])=[O:21])=[CH:16][CH:15]=3)=[N:11][C:7]=2[CH:6]=1)=[O:4].Cl.C(=O)(O)[O-].[Na+]. The catalyst is C(O)(=O)C. The product is [N+:20]([C:17]1[CH:16]=[CH:15][C:14]([O:13][CH2:12][C:10]2[NH:9][C:8]3[CH:23]=[CH:24][C:5]([C:3]([OH:4])=[O:2])=[CH:6][C:7]=3[N:11]=2)=[CH:19][CH:18]=1)([O-:22])=[O:21]. The yield is 0.900. (2) The reactants are Br[CH2:2][C:3]1[C:4]([CH2:21][CH2:22][CH2:23][CH2:24][C:25]([O:27][CH2:28][CH3:29])=[O:26])=[C:5]([C:14]2[CH:15]=[N:16][CH:17]=[C:18]([Br:20])[CH:19]=2)[C:6]2[N:7]([C:9]([CH2:12][CH3:13])=[CH:10][CH:11]=2)[N:8]=1.[C-:30]#[N:31].[K+]. The catalyst is CN(C)C=O. The product is [Br:20][C:18]1[CH:19]=[C:14]([C:5]2[C:6]3[N:7]([C:9]([CH2:12][CH3:13])=[CH:10][CH:11]=3)[N:8]=[C:3]([CH2:2][C:30]#[N:31])[C:4]=2[CH2:21][CH2:22][CH2:23][CH2:24][C:25]([O:27][CH2:28][CH3:29])=[O:26])[CH:15]=[N:16][CH:17]=1. The yield is 0.459.